This data is from Retrosynthesis with 50K atom-mapped reactions and 10 reaction types from USPTO. The task is: Predict the reactants needed to synthesize the given product. (1) Given the product O=C(Nc1ccc(N2CCCCC2)cc1C(=O)N/N=C/c1ccc(Cl)c(C(F)(F)F)c1)c1cccc(Cn2nnc(C(=O)O)c2C(=O)O)c1, predict the reactants needed to synthesize it. The reactants are: O=C(O)C#CC(=O)O.[N-]=[N+]=NCc1cccc(C(=O)Nc2ccc(N3CCCCC3)cc2C(=O)N/N=C/c2ccc(Cl)c(C(F)(F)F)c2)c1. (2) Given the product COc1ccc(Oc2cccc(Oc3ccc4c(c3)OCO4)c2C(=O)O)cc1, predict the reactants needed to synthesize it. The reactants are: CCOC(=O)c1c(Oc2ccc(OC)cc2)cccc1Oc1ccc2c(c1)OCO2. (3) Given the product O=C1c2cc(CO)ccc2-c2cc(Br)ccc21, predict the reactants needed to synthesize it. The reactants are: CC(=O)OCc1ccc2c(c1)C(=O)c1ccc(Br)cc1-2. (4) The reactants are: CCOC(=O)CCCCCBr.O=C1NC(=O)c2ccccc21. Given the product CCOC(=O)CCCCCN1C(=O)c2ccccc2C1=O, predict the reactants needed to synthesize it. (5) Given the product CC1CC(=O)NN=C1c1ccc(N)c([N+](=O)[O-])c1, predict the reactants needed to synthesize it. The reactants are: CC1CC(=O)NN=C1c1ccc(Cl)c([N+](=O)[O-])c1.N. (6) Given the product COC(=O)c1ccc([N+](=O)[O-])c(OC2CCCC2)c1, predict the reactants needed to synthesize it. The reactants are: BrC1CCCC1.COC(=O)c1ccc([N+](=O)[O-])c(O)c1. (7) Given the product Cc1cc(C(F)(F)F)ccc1Nc1ncc(C(=O)N2CCOCC2)c2c1ccn2C, predict the reactants needed to synthesize it. The reactants are: Cc1cc(C(F)(F)F)ccc1N.Cn1ccc2c(Cl)ncc(C(=O)N3CCOCC3)c21.